From a dataset of Catalyst prediction with 721,799 reactions and 888 catalyst types from USPTO. Predict which catalyst facilitates the given reaction. (1) Reactant: [NH2:1][CH2:2][CH2:3][CH2:4][CH2:5][N:6]1[CH2:11][CH2:10][N:9]([C:12]([O:14][C:15]([CH3:18])([CH3:17])[CH3:16])=[O:13])[CH2:8][CH2:7]1.CCN(CC)CC.[NH:26]1[C:34]2[CH:33]=[CH:32][N:31]=[CH:30][C:29]=2[CH:28]=[C:27]1[C:35](O)=[O:36].CN(C(ON1N=NC2C=CC=CC1=2)=[N+](C)C)C.F[P-](F)(F)(F)(F)F. Product: [NH:26]1[C:34]2[CH:33]=[CH:32][N:31]=[CH:30][C:29]=2[CH:28]=[C:27]1[C:35]([NH:1][CH2:2][CH2:3][CH2:4][CH2:5][N:6]1[CH2:11][CH2:10][N:9]([C:12]([O:14][C:15]([CH3:18])([CH3:17])[CH3:16])=[O:13])[CH2:8][CH2:7]1)=[O:36]. The catalyst class is: 583. (2) Reactant: [CH2:1]([N:8]1[CH2:13][CH2:12][NH:11][CH2:10][CH2:9]1)[C:2]1[CH:7]=[CH:6][CH:5]=[CH:4][CH:3]=1.Cl[C:15]1[CH:20]=[CH:19][N:18]=[C:17]([CH3:21])[CH:16]=1. Product: [CH2:1]([N:8]1[CH2:13][CH2:12][N:11]([C:15]2[CH:20]=[CH:19][N:18]=[C:17]([CH3:21])[CH:16]=2)[CH2:10][CH2:9]1)[C:2]1[CH:3]=[CH:4][CH:5]=[CH:6][CH:7]=1. The catalyst class is: 15. (3) Reactant: [Cl:1][C:2]1[CH:3]=[N:4][C:5]2[C:10]([C:11]=1[CH2:12][CH2:13][C@H:14]1[CH2:19][CH2:18][C@H:17]([NH:20][CH2:21][C:22]3[CH:23]=[CH:24][C:25]4[O:26][CH2:27][C:28](=[O:32])[NH:29][C:30]=4[N:31]=3)[CH2:16][N:15]1[CH2:33][C:34]([O:36]C(C)(C)C)=[O:35])=[N:9][C:8]([O:41][CH3:42])=[CH:7][CH:6]=2.Cl.O1CCOCC1. Product: [Cl:1][C:2]1[CH:3]=[N:4][C:5]2[C:10]([C:11]=1[CH2:12][CH2:13][C@H:14]1[CH2:19][CH2:18][C@H:17]([NH:20][CH2:21][C:22]3[CH:23]=[CH:24][C:25]4[O:26][CH2:27][C:28](=[O:32])[NH:29][C:30]=4[N:31]=3)[CH2:16][N:15]1[CH2:33][C:34]([OH:36])=[O:35])=[N:9][C:8]([O:41][CH3:42])=[CH:7][CH:6]=2. The catalyst class is: 169. (4) Reactant: [C:1]([C:5]1[CH:13]=[CH:12][C:8]2[S:9][CH:10]=[CH:11][C:7]=2[CH:6]=1)([CH3:4])([CH3:3])[CH3:2].[CH2:14]([O:16][CH2:17]C)C.C([Li])CCC.C(=O)=[O:25]. Product: [C:1]([C:5]1[CH:13]=[CH:12][C:8]2[S:9][C:10]([C:14]([O:16][CH3:17])=[O:25])=[CH:11][C:7]=2[CH:6]=1)([CH3:4])([CH3:2])[CH3:3]. The catalyst class is: 6. (5) Reactant: [ClH:1].[F:2][C:3]1[CH:8]=[CH:7][C:6]([CH:9]([N:14]2[CH2:19][CH2:18][CH2:17][CH2:16][CH2:15]2)[C:10]([O:12]C)=[O:11])=[CH:5][CH:4]=1. Product: [ClH:1].[F:2][C:3]1[CH:4]=[CH:5][C:6]([CH:9]([N:14]2[CH2:19][CH2:18][CH2:17][CH2:16][CH2:15]2)[C:10]([OH:12])=[O:11])=[CH:7][CH:8]=1. The catalyst class is: 12. (6) Reactant: [F:1][C:2]([F:12])([F:11])[O:3][C:4]1[CH:5]=[C:6]([OH:10])[CH:7]=[CH:8][CH:9]=1.F[C:14]1[N:19]=[CH:18][C:17]([N:20]2[C:24](=[O:25])[C:23]([CH3:27])([CH3:26])[NH:22][C:21]2=[O:28])=[CH:16][CH:15]=1.C(=O)([O-])[O-].[K+].[K+].C(OCC)C. Product: [CH3:26][C:23]1([CH3:27])[NH:22][C:21](=[O:28])[N:20]([C:17]2[CH:18]=[N:19][C:14]([O:10][C:6]3[CH:7]=[CH:8][CH:9]=[C:4]([O:3][C:2]([F:11])([F:12])[F:1])[CH:5]=3)=[CH:15][CH:16]=2)[C:24]1=[O:25]. The catalyst class is: 35. (7) Reactant: [C:1]([O:5][C:6]([N:8]([CH3:14])[CH:9]([CH3:13])[C:10]([OH:12])=O)=O)([CH3:4])([CH3:3])[CH3:2].C[O:16][C:17](=[O:23])[CH:18]([NH2:22])[CH:19]([CH3:21])[CH3:20].Cl.C(N=C=NCCCN(C)C)C.O.ON1C2C=CC=CC=2N=N1.CN1CCOCC1. Product: [C:1]([O:5][CH2:6][N:8]([CH3:14])[CH:9]([CH3:13])[C:10]([NH:22][CH:18]([CH:19]([CH3:21])[CH3:20])[C:17]([OH:23])=[O:16])=[O:12])([CH3:2])([CH3:3])[CH3:4]. The catalyst class is: 30. (8) Reactant: Cl.[CH3:2][O:3][C@H:4]1[C@@H:9]([O:10][CH3:11])[CH2:8][C@@H:7]([NH2:12])[C@@H:6]([NH2:13])[CH2:5]1.Cl.CO[C@@H]1[C@H](OC)C[C@@H](N)[C@@H](N)C1.C(N(CC)CC)C.[Cl:34][C:35]1[CH:36]=[C:37]2[C:41](=[CH:42][CH:43]=1)[NH:40][C:39]([C:44](OC1C=CC([N+]([O-])=O)=CC=1)=[O:45])=[CH:38]2. Product: [Cl:34][C:35]1[CH:36]=[C:37]2[C:41](=[CH:42][CH:43]=1)[NH:40][C:39]([C:44]([NH:12][C@@H:7]1[CH2:8][C@H:9]([O:10][CH3:11])[C@H:4]([O:3][CH3:2])[CH2:5][C@@H:6]1[NH2:13])=[O:45])=[CH:38]2. The catalyst class is: 9. (9) Reactant: [NH2:1][CH2:2][C:3]([CH3:9])([CH3:8])[C:4]([O:6][CH3:7])=[O:5].CCN(CC)CC.[F:17][C:18]([F:31])([F:30])[S:19](O[S:19]([C:18]([F:31])([F:30])[F:17])(=[O:21])=[O:20])(=[O:21])=[O:20]. Product: [CH3:8][C:3]([CH3:9])([CH2:2][NH:1][S:19]([C:18]([F:31])([F:30])[F:17])(=[O:21])=[O:20])[C:4]([O:6][CH3:7])=[O:5]. The catalyst class is: 2.